Task: Predict the reaction yield, written as a fraction of the theoretical maximum amount of product (1.0 means a 100% yield; for example, 0.34 means a 34% yield).. Dataset: Reaction yield outcomes from USPTO patents with 853,638 reactions (1) The reactants are [Cl:1][S:2]([OH:5])(=O)=[O:3].[NH:6]1[C:14]2[C:9](=[CH:10][CH:11]=[CH:12][CH:13]=2)[CH2:8][C:7]1=[O:15]. The catalyst is O. The product is [Cl:1][S:2]([C:11]1[CH:10]=[C:9]2[C:14](=[CH:13][CH:12]=1)[NH:6][C:7](=[O:15])[CH2:8]2)(=[O:5])=[O:3]. The yield is 0.500. (2) The reactants are [CH3:1][S:2](Cl)(=[O:4])=[O:3].[I:6][C:7]1[CH:8]=[C:9]([CH2:13][CH2:14][OH:15])[CH:10]=[CH:11][CH:12]=1.C(N(C(C)C)CC)(C)C. The catalyst is ClCCl.[Cl-].[NH4+]. The product is [CH3:1][S:2]([O:15][CH2:14][CH2:13][C:9]1[CH:10]=[CH:11][CH:12]=[C:7]([I:6])[CH:8]=1)(=[O:4])=[O:3]. The yield is 0.450. (3) The reactants are [CH3:1][O:2][C:3]1[CH:4]=[C:5]([NH:11][C:12](=[O:14])[CH3:13])[CH:6]=[C:7]([O:9][CH3:10])[CH:8]=1.[B-](F)(F)(F)[F:16].[B-](F)(F)(F)F.C1[N+]2(CCl)CC[N+](F)(CC2)C1. The yield is 0.480. The catalyst is C(#N)C. The product is [F:16][C:6]1[C:7]([O:9][CH3:10])=[CH:8][C:3]([O:2][CH3:1])=[CH:4][C:5]=1[NH:11][C:12](=[O:14])[CH3:13]. (4) The reactants are [C:1]([O:5][C:6]([NH:8][CH:9]1[C:17]2[C:12](=[CH:13][C:14](/[CH:18]=[CH:19]/[C:20](O)=[O:21])=[CH:15][CH:16]=2)[CH2:11][CH2:10]1)=[O:7])([CH3:4])([CH3:3])[CH3:2].[F:23][C:24]([F:38])([F:37])[CH:25]([C:27]1[CH:32]=[CH:31][CH:30]=[C:29]([C:33]([F:36])([F:35])[F:34])[CH:28]=1)[NH2:26].[Cl-].COC1N=C(OC)N=C([N+]2(C)CCOCC2)N=1. The catalyst is CN(C=O)C.C(OCC)(=O)C. The product is [O:21]=[C:20]([NH:26][CH:25]([C:27]1[CH:32]=[CH:31][CH:30]=[C:29]([C:33]([F:34])([F:35])[F:36])[CH:28]=1)[C:24]([F:38])([F:37])[F:23])/[CH:19]=[CH:18]/[C:14]1[CH:13]=[C:12]2[C:17](=[CH:16][CH:15]=1)[CH:9]([NH:8][C:6](=[O:7])[O:5][C:1]([CH3:2])([CH3:3])[CH3:4])[CH2:10][CH2:11]2. The yield is 0.870. (5) The yield is 1.08. The reactants are [Cl:1][C:2]1[CH:7]=[CH:6][C:5]([S:8]([N:11]2[CH2:16][CH2:15][CH2:14][CH2:13][CH2:12]2)(=[O:10])=[O:9])=[CH:4][C:3]=1[CH2:17]O.C(Br)(Br)(Br)[Br:20].C1(P(C2C=CC=CC=2)C2C=CC=CC=2)C=CC=CC=1. The product is [Br:20][CH2:17][C:3]1[CH:4]=[C:5]([S:8]([N:11]2[CH2:16][CH2:15][CH2:14][CH2:13][CH2:12]2)(=[O:10])=[O:9])[CH:6]=[CH:7][C:2]=1[Cl:1]. The catalyst is ClCCl.[Cl-].[Na+].O. (6) The reactants are [O:1]=[C:2]1[C@@:10]2([CH2:12][C@H:11]2[C:13]2[CH:21]=[C:20]3[C:16]([C:17]([C:22]#N)=[N:18][NH:19]3)=[CH:15][CH:14]=2)[C:9]2[C:4](=[CH:5][CH:6]=[CH:7][CH:8]=2)[NH:3]1.[PH2]([O-])=[O:25].[Na+]. The catalyst is N1C=CC=CC=1.O.[Ni]. The product is [O:1]=[C:2]1[C@@:10]2([CH2:12][C@H:11]2[C:13]2[CH:21]=[C:20]3[C:16]([C:17]([CH:22]=[O:25])=[N:18][NH:19]3)=[CH:15][CH:14]=2)[C:9]2[C:4](=[CH:5][CH:6]=[CH:7][CH:8]=2)[NH:3]1. The yield is 0.300. (7) The reactants are Cl.[NH2:2][CH2:3][C:4]([C:6]1[CH:11]=[CH:10][C:9]([Br:12])=[CH:8][CH:7]=1)=[O:5].[C:13]([O:17][C:18]([NH:20][C:21]1([C:24](O)=[O:25])[CH2:23][CH2:22]1)=[O:19])([CH3:16])([CH3:15])[CH3:14].CN(C(ON1N=NC2C=CC=NC1=2)=[N+](C)C)C.F[P-](F)(F)(F)(F)F.CCN(C(C)C)C(C)C. The catalyst is CN(C=O)C. The product is [C:13]([O:17][C:18](=[O:19])[NH:20][C:21]1([C:24](=[O:25])[NH:2][CH2:3][C:4]([C:6]2[CH:11]=[CH:10][C:9]([Br:12])=[CH:8][CH:7]=2)=[O:5])[CH2:22][CH2:23]1)([CH3:16])([CH3:14])[CH3:15]. The yield is 0.900.